Dataset: hERG potassium channel inhibition data for cardiac toxicity prediction from Karim et al.. Task: Regression/Classification. Given a drug SMILES string, predict its toxicity properties. Task type varies by dataset: regression for continuous values (e.g., LD50, hERG inhibition percentage) or binary classification for toxic/non-toxic outcomes (e.g., AMES mutagenicity, cardiotoxicity, hepatotoxicity). Dataset: herg_karim. (1) The result is 0 (non-blocker). The compound is CC(C)Oc1cc([C@@H](C2=CNC(C(C)(C)O)C=C2)c2ccc[n+]([O-])c2)ccc1OC(F)F. (2) The molecule is CNC(C)c1ccc(Cl)cc1Oc1ccc(C)cc1. The result is 1 (blocker). (3) The compound is O=C(c1ccccc1C(F)(F)F)N(CC1CCC1)[C@H]1CCNC1. The result is 0 (non-blocker). (4) The drug is CNC(C)c1cc(F)ccc1Oc1ccc(Cl)c(Cl)c1. The result is 1 (blocker). (5) The drug is CN1CCN(Cc2ccc3c(c2)Cc2c(-c4csc(C#CCNc5ccccc5)c4)n[nH]c2-3)CC1. The result is 1 (blocker).